From a dataset of Forward reaction prediction with 1.9M reactions from USPTO patents (1976-2016). Predict the product of the given reaction. (1) The product is: [CH3:25][C:22]1([CH3:26])[C:23](=[O:24])[N:19]([C:16]2[CH:15]=[CH:14][C:13]([O:11][C:10]3[CH:9]=[CH:8][C:5]([C:6]#[N:7])=[CH:4][C:3]=3[CH2:1][CH3:2])=[N:18][CH:17]=2)[C:20](=[O:27])[NH:21]1. Given the reactants [CH2:1]([C:3]1[CH:4]=[C:5]([CH:8]=[CH:9][C:10]=1[OH:11])[C:6]#[N:7])[CH3:2].F[C:13]1[N:18]=[CH:17][C:16]([N:19]2[C:23](=[O:24])[C:22]([CH3:26])([CH3:25])[NH:21][C:20]2=[O:27])=[CH:15][CH:14]=1.C(=O)([O-])[O-].[K+].[K+].C(OCC)C, predict the reaction product. (2) Given the reactants [P:1]([OH:43])([O:11][C:12]([CH3:42])([CH3:41])[CH2:13][N:14]([C:21](=[O:40])[CH2:22][N:23]1[C:32]2[C:27](=[CH:28][CH:29]=[C:30]([O:33][CH3:34])[CH:31]=2)[N:26]=[C:25]([C:35]([CH3:38])([CH3:37])[CH3:36])[C:24]1=[O:39])[CH2:15][CH2:16][C:17]([CH3:20])([CH3:19])[CH3:18])([O:3]CC1C=CC=CC=1)=[O:2].[H][H], predict the reaction product. The product is: [P:1]([OH:3])([OH:43])([O:11][C:12]([CH3:42])([CH3:41])[CH2:13][N:14]([C:21](=[O:40])[CH2:22][N:23]1[C:32]2[C:27](=[CH:28][CH:29]=[C:30]([O:33][CH3:34])[CH:31]=2)[N:26]=[C:25]([C:35]([CH3:37])([CH3:36])[CH3:38])[C:24]1=[O:39])[CH2:15][CH2:16][C:17]([CH3:20])([CH3:19])[CH3:18])=[O:2].